This data is from NCI-60 drug combinations with 297,098 pairs across 59 cell lines. The task is: Regression. Given two drug SMILES strings and cell line genomic features, predict the synergy score measuring deviation from expected non-interaction effect. (1) Drug 1: C1=NNC2=C1C(=O)NC=N2. Drug 2: CC1CCCC2(C(O2)CC(NC(=O)CC(C(C(=O)C(C1O)C)(C)C)O)C(=CC3=CSC(=N3)C)C)C. Cell line: CCRF-CEM. Synergy scores: CSS=45.7, Synergy_ZIP=0.0840, Synergy_Bliss=-3.93, Synergy_Loewe=-46.3, Synergy_HSA=-3.44. (2) Drug 1: CN(C)C1=NC(=NC(=N1)N(C)C)N(C)C. Drug 2: CC(C)NC(=O)C1=CC=C(C=C1)CNNC.Cl. Cell line: T-47D. Synergy scores: CSS=-3.99, Synergy_ZIP=2.52, Synergy_Bliss=3.42, Synergy_Loewe=-1.74, Synergy_HSA=-0.841. (3) Drug 1: CC1=C2C(C(=O)C3(C(CC4C(C3C(C(C2(C)C)(CC1OC(=O)C(C(C5=CC=CC=C5)NC(=O)C6=CC=CC=C6)O)O)OC(=O)C7=CC=CC=C7)(CO4)OC(=O)C)O)C)OC(=O)C. Drug 2: C1C(C(OC1N2C=NC(=NC2=O)N)CO)O. Cell line: PC-3. Synergy scores: CSS=31.4, Synergy_ZIP=-4.48, Synergy_Bliss=-0.871, Synergy_Loewe=-1.96, Synergy_HSA=1.89. (4) Drug 1: COC1=CC(=CC(=C1O)OC)C2C3C(COC3=O)C(C4=CC5=C(C=C24)OCO5)OC6C(C(C7C(O6)COC(O7)C8=CC=CS8)O)O. Drug 2: C1C(C(OC1N2C=NC3=C(N=C(N=C32)Cl)N)CO)O. Cell line: SK-OV-3. Synergy scores: CSS=29.7, Synergy_ZIP=1.29, Synergy_Bliss=0.537, Synergy_Loewe=-1.68, Synergy_HSA=0.373. (5) Drug 1: CNC(=O)C1=NC=CC(=C1)OC2=CC=C(C=C2)NC(=O)NC3=CC(=C(C=C3)Cl)C(F)(F)F. Drug 2: CCC1(C2=C(COC1=O)C(=O)N3CC4=CC5=C(C=CC(=C5CN(C)C)O)N=C4C3=C2)O.Cl. Cell line: UACC-257. Synergy scores: CSS=4.26, Synergy_ZIP=-1.10, Synergy_Bliss=-0.129, Synergy_Loewe=-14.4, Synergy_HSA=-1.64. (6) Drug 1: CCN(CC)CCNC(=O)C1=C(NC(=C1C)C=C2C3=C(C=CC(=C3)F)NC2=O)C. Drug 2: C1C(C(OC1N2C=NC(=NC2=O)N)CO)O. Cell line: HOP-62. Synergy scores: CSS=9.83, Synergy_ZIP=-2.42, Synergy_Bliss=-2.67, Synergy_Loewe=-1.38, Synergy_HSA=-4.56. (7) Drug 1: C1CN1P(=S)(N2CC2)N3CC3. Drug 2: C1=NC2=C(N1)C(=S)N=CN2. Cell line: IGROV1. Synergy scores: CSS=15.1, Synergy_ZIP=-4.71, Synergy_Bliss=2.06, Synergy_Loewe=-3.23, Synergy_HSA=1.74.